This data is from NCI-60 drug combinations with 297,098 pairs across 59 cell lines. The task is: Regression. Given two drug SMILES strings and cell line genomic features, predict the synergy score measuring deviation from expected non-interaction effect. (1) Drug 1: COC1=C2C(=CC3=C1OC=C3)C=CC(=O)O2. Drug 2: COCCOC1=C(C=C2C(=C1)C(=NC=N2)NC3=CC=CC(=C3)C#C)OCCOC.Cl. Cell line: SF-295. Synergy scores: CSS=-6.53, Synergy_ZIP=0.388, Synergy_Bliss=-8.68, Synergy_Loewe=-5.76, Synergy_HSA=-12.0. (2) Drug 1: COC1=C2C(=CC3=C1OC=C3)C=CC(=O)O2. Drug 2: CC12CCC3C(C1CCC2OP(=O)(O)O)CCC4=C3C=CC(=C4)OC(=O)N(CCCl)CCCl.[Na+]. Cell line: U251. Synergy scores: CSS=-12.8, Synergy_ZIP=5.77, Synergy_Bliss=-1.72, Synergy_Loewe=-21.2, Synergy_HSA=-20.4. (3) Drug 1: CCC1(CC2CC(C3=C(CCN(C2)C1)C4=CC=CC=C4N3)(C5=C(C=C6C(=C5)C78CCN9C7C(C=CC9)(C(C(C8N6C=O)(C(=O)OC)O)OC(=O)C)CC)OC)C(=O)OC)O.OS(=O)(=O)O. Cell line: CCRF-CEM. Drug 2: C(CN)CNCCSP(=O)(O)O. Synergy scores: CSS=3.33, Synergy_ZIP=4.20, Synergy_Bliss=2.82, Synergy_Loewe=-61.2, Synergy_HSA=-2.56. (4) Drug 1: C1=CN(C=N1)CC(O)(P(=O)(O)O)P(=O)(O)O. Drug 2: B(C(CC(C)C)NC(=O)C(CC1=CC=CC=C1)NC(=O)C2=NC=CN=C2)(O)O. Cell line: OVCAR-8. Synergy scores: CSS=24.4, Synergy_ZIP=-0.482, Synergy_Bliss=-1.98, Synergy_Loewe=-13.4, Synergy_HSA=-2.10. (5) Drug 2: CN(CC1=CN=C2C(=N1)C(=NC(=N2)N)N)C3=CC=C(C=C3)C(=O)NC(CCC(=O)O)C(=O)O. Cell line: RXF 393. Synergy scores: CSS=16.8, Synergy_ZIP=-2.75, Synergy_Bliss=0.970, Synergy_Loewe=0.181, Synergy_HSA=2.87. Drug 1: C1=CC(=CC=C1CCCC(=O)O)N(CCCl)CCCl. (6) Synergy scores: CSS=-8.50, Synergy_ZIP=-0.564, Synergy_Bliss=-13.3, Synergy_Loewe=-45.2, Synergy_HSA=-17.6. Drug 1: C1CCC(C1)C(CC#N)N2C=C(C=N2)C3=C4C=CNC4=NC=N3. Drug 2: C1=CC=C(C=C1)NC(=O)CCCCCCC(=O)NO. Cell line: HCC-2998.